From a dataset of Full USPTO retrosynthesis dataset with 1.9M reactions from patents (1976-2016). Predict the reactants needed to synthesize the given product. (1) Given the product [Cl:1][C:2]1[C:7]([O:8][CH3:9])=[CH:6][C:5]([O:10][CH3:11])=[C:4]([Cl:12])[C:3]=1[C:13]1[C:26](=[O:27])[N:25]([CH2:28][CH2:29][C:30]2[CH:35]=[CH:34][C:33]([NH:36][C:37](=[O:43])[O:38][C:39]([CH3:42])([CH3:41])[CH3:40])=[CH:32][CH:31]=2)[C:16]2[N:17]=[C:18]([NH:46][CH3:45])[N:19]=[CH:20][C:15]=2[CH:14]=1, predict the reactants needed to synthesize it. The reactants are: [Cl:1][C:2]1[C:7]([O:8][CH3:9])=[CH:6][C:5]([O:10][CH3:11])=[C:4]([Cl:12])[C:3]=1[C:13]1[C:26](=[O:27])[N:25]([CH2:28][CH2:29][C:30]2[CH:35]=[CH:34][C:33]([NH:36][C:37](=[O:43])[O:38][C:39]([CH3:42])([CH3:41])[CH3:40])=[CH:32][CH:31]=2)[C:16]2[N:17]=[C:18](S(C)(=O)=O)[N:19]=[CH:20][C:15]=2[CH:14]=1.Cl.[CH3:45][NH2:46]. (2) The reactants are: COC1C=C(C=C(OC)C=1)C(NC1CCCC(C2[NH:19][C:18]3[CH:20]=[CH:21][C:22]([C:24]([OH:26])=[O:25])=[CH:23][C:17]=3[N:16]=2)C1)=O.CN.[CH2:34]1COC[CH2:35]1. Given the product [NH2:16][C:17]1[CH:23]=[C:22]([CH:21]=[CH:20][C:18]=1[NH2:19])[C:24]([O:26][CH2:34][CH3:35])=[O:25], predict the reactants needed to synthesize it. (3) Given the product [CH:27]1([NH:26][C:16]2[CH:15]=[C:14]([CH:19]=[C:18]([S:20]([CH:23]3[CH2:24][CH2:25]3)(=[O:22])=[O:21])[N:17]=2)[C:13]([OH:30])=[O:12])[CH2:28][CH2:29]1, predict the reactants needed to synthesize it. The reactants are: FC(F)(F)C(O)=O.C([O:12][C:13](=[O:30])[C:14]1[CH:19]=[C:18]([S:20]([CH:23]2[CH2:25][CH2:24]2)(=[O:22])=[O:21])[N:17]=[C:16]([NH:26][CH:27]2[CH2:29][CH2:28]2)[CH:15]=1)(C)(C)C. (4) The reactants are: Cl.[CH2:2]1[C:7]2([CH2:12][CH2:11][NH:10][CH2:9][CH2:8]2)[CH2:6][CH2:5][CH2:4][N:3]1[C:13]([C:15]1[CH:23]=[C:22]2[C:18]([CH2:19][CH2:20][C@H:21]2[NH:24][C:25](=[O:33])[C:26]2[CH:31]=[CH:30][CH:29]=[CH:28][C:27]=2[Cl:32])=[CH:17][CH:16]=1)=[O:14].C(N(CC)CC)C.Cl.Cl[C:43]1[CH:48]=[CH:47][N:46]=[CH:45][CH:44]=1.C([O-])(O)=O.[Na+]. Given the product [Cl:32][C:27]1[CH:28]=[CH:29][CH:30]=[CH:31][C:26]=1[C:25]([NH:24][C@H:21]1[C:22]2[C:18](=[CH:17][CH:16]=[C:15]([C:13]([N:3]3[CH2:4][CH2:5][CH2:6][C:7]4([CH2:8][CH2:9][N:10]([C:43]5[CH:48]=[CH:47][N:46]=[CH:45][CH:44]=5)[CH2:11][CH2:12]4)[CH2:2]3)=[O:14])[CH:23]=2)[CH2:19][CH2:20]1)=[O:33], predict the reactants needed to synthesize it. (5) Given the product [NH:13]1[C:14]2[CH:19]=[CH:18][CH:17]=[CH:16][C:15]=2[N:11]=[C:12]1[C@H:8]([NH:9][C:10]([NH:27][CH:26]([C:28]1[CH:33]=[CH:32][CH:31]=[CH:30][N:29]=1)[C:25]([F:24])([F:34])[F:35])=[O:20])[CH2:7][C:6]1[CH:21]=[CH:22][C:3]([O:2][CH3:1])=[CH:4][CH:5]=1, predict the reactants needed to synthesize it. The reactants are: [CH3:1][O:2][C:3]1[CH:22]=[CH:21][C:6]([CH2:7][C@@H:8]2[C:12]3=[N:13][C:14]4[CH:19]=[CH:18][CH:17]=[CH:16][C:15]=4[N:11]3[C:10](=[O:20])[NH:9]2)=[CH:5][CH:4]=1.Cl.[F:24][C:25]([F:35])([F:34])[CH:26]([C:28]1[CH:33]=[CH:32][CH:31]=[CH:30][N:29]=1)[NH2:27].C(O)(C(F)(F)F)=O. (6) Given the product [CH:13]1[CH:12]=[CH:11][CH:10]=[C:9]2[C:14]=1[CH:15]=[C:7]1[CH2:6][CH2:5][C:4](=[O:3])[CH2:16][N:8]12, predict the reactants needed to synthesize it. The reactants are: [H][H].[O:3]=[C:4]1[CH:16](C(OC(C)(C)C)=O)[N:8]2[C:9]3[C:14]([CH:15]=[C:7]2[CH2:6][CH2:5]1)=[CH:13][CH:12]=[CH:11][CH:10]=3. (7) Given the product [CH3:15][N:14]([CH2:13][CH2:12][CH2:11][N:8]1[C:9]2[C:5](=[CH:4][CH:3]=[C:2]([C:23]3[CH:24]=[N:25][CH:26]=[CH:27][CH:28]=3)[CH:10]=2)[CH:6]=[CH:7]1)[CH3:16], predict the reactants needed to synthesize it. The reactants are: Br[C:2]1[CH:10]=[C:9]2[C:5]([CH:6]=[CH:7][N:8]2[CH2:11][CH2:12][CH2:13][N:14]([CH3:16])[CH3:15])=[CH:4][CH:3]=1.B1([C:23]2[CH:28]=[CH:27][CH:26]=[N:25][CH:24]=2)OCCCO1.